This data is from Forward reaction prediction with 1.9M reactions from USPTO patents (1976-2016). The task is: Predict the product of the given reaction. (1) Given the reactants [CH2:1]([NH:3][C:4]1[N:9]=[C:8]([NH:10]C(=O)OC(C)(C)C)[CH:7]=[CH:6][CH:5]=1)[CH3:2].[C:18]([OH:24])([C:20]([F:23])([F:22])[F:21])=[O:19].C(Cl)Cl, predict the reaction product. The product is: [F:21][C:20]([F:23])([F:22])[C:18]([O-:24])=[O:19].[CH2:1]([NH:3][C:4]1[N:9]=[C:8]([NH3+:10])[CH:7]=[CH:6][CH:5]=1)[CH3:2]. (2) Given the reactants [OH:1][C:2]1[CH:9]=[CH:8][C:5]([CH:6]=[O:7])=[CH:4][C:3]=1[N+:10]([O-:12])=[O:11].C(N(CC)CC)C.[F:20][C:21]([F:34])([F:33])[S:22](O[S:22]([C:21]([F:34])([F:33])[F:20])(=[O:24])=[O:23])(=[O:24])=[O:23].[CH2:35](O)[CH2:36][OH:37], predict the reaction product. The product is: [F:20][C:21]([F:34])([F:33])[S:22]([O:1][C:2]1[CH:9]=[CH:8][C:5]([CH:6]2[O:37][CH2:36][CH2:35][O:7]2)=[CH:4][C:3]=1[N+:10]([O-:12])=[O:11])(=[O:24])=[O:23]. (3) Given the reactants [NH2:1][C:2]1[CH:3]=[C:4]([C:8]2[N:13]3[N:14]=[CH:15][C:16]([C:17]([C:19]4[S:20][CH:21]=[CH:22][CH:23]=4)=[O:18])=[C:12]3[N:11]=[CH:10][CH:9]=2)[CH:5]=[CH:6][CH:7]=1.[CH3:24][CH:25]([CH:28]([CH3:31])[CH2:29][CH3:30])[CH:26]=O, predict the reaction product. The product is: [CH3:24][CH:25]([CH:28]([CH3:31])[CH2:29][CH3:30])[CH2:26][NH:1][C:2]1[CH:3]=[C:4]([C:8]2[N:13]3[N:14]=[CH:15][C:16]([C:17]([C:19]4[S:20][CH:21]=[CH:22][CH:23]=4)=[O:18])=[C:12]3[N:11]=[CH:10][CH:9]=2)[CH:5]=[CH:6][CH:7]=1.